This data is from Forward reaction prediction with 1.9M reactions from USPTO patents (1976-2016). The task is: Predict the product of the given reaction. (1) Given the reactants [CH3:1][O:2][C:3]1[CH:4]=[C:5]2[C:10](=[CH:11][CH:12]=1)[C:9](=[O:13])[CH:8]([CH2:14]/[CH:15]=[CH:16]/[CH:17]=O)[CH2:7][CH2:6]2.[C:19]1([CH3:32])[CH:24]=[CH:23][CH:22]=[C:21]([CH2:25][NH:26][CH:27]=[CH:28][C:29](=[O:31])[CH3:30])[CH:20]=1, predict the reaction product. The product is: [C:29]([C:28]1[CH:15]([CH2:14][CH:8]2[CH2:7][CH2:6][C:5]3[C:10](=[CH:11][CH:12]=[C:3]([O:2][CH3:1])[CH:4]=3)[C:9]2=[O:13])[CH:16]=[CH:17][N:26]([CH2:25][C:21]2[CH:20]=[C:19]([CH3:32])[CH:24]=[CH:23][CH:22]=2)[CH:27]=1)(=[O:31])[CH3:30]. (2) The product is: [F:44][C:43]([F:46])([F:45])[C:41]([OH:47])=[O:42].[NH2:7][C@@H:8]([CH2:33][C:34]1[CH:35]=[CH:36][CH:37]=[CH:38][CH:39]=1)[C@H:9]([OH:32])[CH2:10][N:11]([CH2:12][C:13]([CH3:19])([CH3:18])[CH2:14][CH2:15][C:16]#[N:17])[S:20]([C:23]1[CH:31]=[CH:30][C:26]2[O:27][CH2:28][O:29][C:25]=2[CH:24]=1)(=[O:21])=[O:22]. Given the reactants C(OC(=O)[NH:7][C@@H:8]([CH2:33][C:34]1[CH:39]=[CH:38][CH:37]=[CH:36][CH:35]=1)[C@H:9]([OH:32])[CH2:10][N:11]([S:20]([C:23]1[CH:31]=[CH:30][C:26]2[O:27][CH2:28][O:29][C:25]=2[CH:24]=1)(=[O:22])=[O:21])[CH2:12][C:13]([CH3:19])([CH3:18])[CH2:14][CH2:15][C:16]#[N:17])(C)(C)C.[C:41]([OH:47])([C:43]([F:46])([F:45])[F:44])=[O:42], predict the reaction product. (3) Given the reactants C(OC([N:8]1[CH2:12][CH2:11][CH2:10][C@@H:9]1[C:13](=[O:19])[N:14]([CH:16]1[CH2:18][CH2:17]1)[CH3:15])=O)(C)(C)C, predict the reaction product. The product is: [CH:16]1([N:14]([CH3:15])[C:13]([C@H:9]2[CH2:10][CH2:11][CH2:12][NH:8]2)=[O:19])[CH2:18][CH2:17]1. (4) The product is: [Cl:28][C:29]1[CH:36]=[N:35][CH:34]=[C:33]([Cl:37])[C:30]=1[C:31]1[N:13]([OH:14])[C:10]2[C:9]3[CH:15]=[N:16][CH:17]=[CH:18][C:8]=3[NH:7][C:6]3[N:1]=[CH:2][CH:3]=[CH:4][C:5]=3[C:11]=2[N:23]=1. Given the reactants [N:1]1[C:6]2[NH:7][C:8]3[CH:18]=[CH:17][N:16]=[CH:15][C:9]=3[C:10](=[N:13][OH:14])[C:11](=O)[C:5]=2[CH:4]=[CH:3][CH:2]=1.C([O-])(=O)C.[NH4+:23].C(O)(=O)C.[Cl:28][C:29]1[CH:36]=[N:35][CH:34]=[C:33]([Cl:37])[C:30]=1[CH:31]=O, predict the reaction product.